Dataset: Catalyst prediction with 721,799 reactions and 888 catalyst types from USPTO. Task: Predict which catalyst facilitates the given reaction. (1) Reactant: Br.[CH2:2]([O:4][C:5](=[O:34])[C:6]1[CH:11]=[CH:10][CH:9]=[C:8]([O:12][CH2:13][CH2:14][CH2:15][N:16]2[C:20]3[CH:21]=[CH:22][CH:23]=[CH:24][C:19]=3[N:18]([CH2:25][C:26]3[CH:31]=[CH:30][C:29](Br)=[CH:28][CH:27]=3)[C:17]2=[NH:33])[CH:7]=1)[CH3:3].C1C=CC(P(C2C(C3C(P(C4C=CC=CC=4)C4C=CC=CC=4)=CC=C4C=3C=CC=C4)=C3C(C=CC=C3)=CC=2)C2C=CC=CC=2)=CC=1.[Cl:81][C:82]1[CH:87]=[CH:86][C:85]([C:88]2[CH:93]=[CH:92][CH:91]=[CH:90][C:89]=2[CH2:94][N:95]2[CH2:100][CH2:99][NH:98][CH2:97][CH2:96]2)=[CH:84][CH:83]=1.C([O-])([O-])=O.[Cs+].[Cs+]. Product: [CH2:2]([O:4][C:5](=[O:34])[C:6]1[CH:11]=[CH:10][CH:9]=[C:8]([O:12][CH2:13][CH2:14][CH2:15][N:16]2[C:20]3[CH:21]=[CH:22][CH:23]=[CH:24][C:19]=3[N:18]([CH2:25][C:26]3[CH:31]=[CH:30][C:29]([N:98]4[CH2:97][CH2:96][N:95]([CH2:94][C:89]5[CH:90]=[CH:91][CH:92]=[CH:93][C:88]=5[C:85]5[CH:86]=[CH:87][C:82]([Cl:81])=[CH:83][CH:84]=5)[CH2:100][CH2:99]4)=[CH:28][CH:27]=3)[C:17]2=[NH:33])[CH:7]=1)[CH3:3]. The catalyst class is: 222. (2) Reactant: [CH3:1][O:2][C:3](=[O:14])[C:4]1[CH:9]=[C:8](I)[C:7]([CH2:11][F:12])=[CH:6][C:5]=1[NH2:13].[CH:15]([N:18]1[C:22]([Sn](CCCC)(CCCC)CCCC)=[CH:21][CH:20]=[N:19]1)([CH3:17])[CH3:16]. Product: [CH3:1][O:2][C:3](=[O:14])[C:4]1[CH:9]=[C:8]([C:22]2[N:18]([CH:15]([CH3:17])[CH3:16])[N:19]=[CH:20][CH:21]=2)[C:7]([CH2:11][F:12])=[CH:6][C:5]=1[NH2:13]. The catalyst class is: 75.